Binary Classification. Given a drug SMILES string, predict its activity (active/inactive) in a high-throughput screening assay against a specified biological target. From a dataset of Cav3 T-type calcium channel HTS with 100,875 compounds. The result is 0 (inactive). The molecule is S(=O)(=O)(N1CC2N(CCC2)c2c1cc(cc2)C(F)(F)F)c1ccc(cc1)C.